This data is from Reaction yield outcomes from USPTO patents with 853,638 reactions. The task is: Predict the reaction yield, written as a fraction of the theoretical maximum amount of product (1.0 means a 100% yield; for example, 0.34 means a 34% yield). The reactants are [Cl:1][C:2]1[CH:7]=[CH:6][CH:5]=[CH:4][C:3]=1[C@H:8]([N:13]1[CH2:18][CH2:17][CH:16]2[S:19][C:20](=[O:22])[CH:21]=[C:15]2[CH2:14]1)[C:9]([O:11][CH3:12])=[O:10].C(N(CC)CC)C.[C:30]([O:33][C:34]1[C:35](=[CH:39][CH:40]=[CH:41][CH:42]=1)[C:36](Cl)=[O:37])(=[O:32])[CH3:31].C([O-])(O)=O.[Na+]. The catalyst is O1CCCC1. The product is [C:30]([O:33][C:34]1[CH:42]=[CH:41][CH:40]=[CH:39][C:35]=1[C:36]([O:22][C:20]1[S:19][C:16]2[CH2:17][CH2:18][N:13]([C@@H:8]([C:3]3[CH:4]=[CH:5][CH:6]=[CH:7][C:2]=3[Cl:1])[C:9]([O:11][CH3:12])=[O:10])[CH2:14][C:15]=2[CH:21]=1)=[O:37])(=[O:32])[CH3:31]. The yield is 0.560.